This data is from Full USPTO retrosynthesis dataset with 1.9M reactions from patents (1976-2016). The task is: Predict the reactants needed to synthesize the given product. (1) Given the product [CH3:8][C:9]([CH3:40])([CH3:39])[CH2:10][NH:11][C:12]([C:14]1[CH:15]=[C:16]([C:31]([NH:33][C:34]2[S:35][CH:36]=[CH:37][N:38]=2)=[O:32])[C:17]([C:20]2[C:25]([CH3:26])=[C:24]([F:27])[CH:23]=[C:22]([C:28]([NH:7][C@@H:2]([CH3:1])[C:3]([CH3:6])([CH3:5])[CH3:4])=[O:29])[CH:21]=2)=[CH:18][CH:19]=1)=[O:13], predict the reactants needed to synthesize it. The reactants are: [CH3:1][C@H:2]([NH2:7])[C:3]([CH3:6])([CH3:5])[CH3:4].[CH3:8][C:9]([CH3:40])([CH3:39])[CH2:10][NH:11][C:12]([C:14]1[CH:19]=[CH:18][C:17]([C:20]2[C:25]([CH3:26])=[C:24]([F:27])[CH:23]=[C:22]([C:28](O)=[O:29])[CH:21]=2)=[C:16]([C:31]([NH:33][C:34]2[S:35][CH:36]=[CH:37][N:38]=2)=[O:32])[CH:15]=1)=[O:13].CCN=C=NCCCN(C)C. (2) Given the product [NH2:1][C:4]1[CH:9]=[CH:8][C:7]([C:10]2[CH:15]=[CH:14][C:13]([S:16]([N:19]([CH3:29])[C@H:20]([C:24]([O:26][CH3:27])=[O:25])[CH:21]([CH3:23])[CH3:22])(=[O:18])=[O:17])=[CH:12][CH:11]=2)=[CH:6][CH:5]=1, predict the reactants needed to synthesize it. The reactants are: [N+:1]([C:4]1[CH:9]=[CH:8][C:7]([C:10]2[CH:15]=[CH:14][C:13]([S:16]([NH:19][C@H:20]([C:24]([O:26][CH3:27])=[O:25])[CH:21]([CH3:23])[CH3:22])(=[O:18])=[O:17])=[CH:12][CH:11]=2)=[CH:6][CH:5]=1)([O-])=O.Cl.[CH2:29](O)C. (3) Given the product [S:17]1[CH:21]=[CH:20][CH:19]=[C:18]1[C:2]1[O:6][C:5]([C:7]([O:9][CH3:10])=[O:8])=[CH:4][CH:3]=1, predict the reactants needed to synthesize it. The reactants are: Br[C:2]1[O:6][C:5]([C:7]([O:9][CH3:10])=[O:8])=[CH:4][CH:3]=1.C([O-])([O-])=O.[Na+].[Na+].[S:17]1[CH:21]=[CH:20][CH:19]=[C:18]1B(O)O. (4) Given the product [CH3:1][O:2][C:3]([C:5]1[CH:10]=[C:9]([C:11]2[CH:16]=[CH:15][CH:14]=[CH:13][CH:12]=2)[C:8]([O:17][CH3:24])=[C:7]([C:18]2[CH:23]=[CH:22][CH:21]=[CH:20][CH:19]=2)[CH:6]=1)=[O:4], predict the reactants needed to synthesize it. The reactants are: [CH3:1][O:2][C:3]([C:5]1[CH:6]=[C:7]([C:18]2[CH:23]=[CH:22][CH:21]=[CH:20][CH:19]=2)[C:8]([OH:17])=[C:9]([C:11]2[CH:16]=[CH:15][CH:14]=[CH:13][CH:12]=2)[CH:10]=1)=[O:4].[C:24]([O-])([O-])=O.[K+].[K+].IC. (5) Given the product [NH2:32][CH2:31][C:28]1[CH:29]=[CH:30][C:25]([C:24]([NH:23][C@H:15]([C:12]2[NH:13][CH:14]=[C:10]([C:7]3[CH:6]=[CH:5][C:4]([C:1](=[O:3])[NH2:2])=[CH:9][CH:8]=3)[N:11]=2)[CH2:16][C:17]2[CH:18]=[CH:19][CH:20]=[CH:21][CH:22]=2)=[O:35])=[C:26]([CH2:33][CH3:34])[CH:27]=1, predict the reactants needed to synthesize it. The reactants are: [C:1]([C:4]1[CH:9]=[CH:8][C:7]([C:10]2[N:11]=[C:12]([C@@H:15]([NH:23][C:24](=[O:35])[C:25]3[CH:30]=[CH:29][C:28]([C:31]#[N:32])=[CH:27][C:26]=3[CH2:33][CH3:34])[CH2:16][C:17]3[CH:22]=[CH:21][CH:20]=[CH:19][CH:18]=3)[NH:13][CH:14]=2)=[CH:6][CH:5]=1)(=[O:3])[NH2:2].CN([P+](ON1N=NC2C=CC=CC1=2)(N(C)C)N(C)C)C.F[P-](F)(F)(F)(F)F.C(N(CC)CC)C.N[C@H](C1NC=C(C2C=CC(C(N)=O)=CC=2)N=1)CC1C=CC=CC=1. (6) Given the product [CH2:2]([C@@:5]1([C:10]([NH:12][C:13]2[CH:18]=[CH:17][CH:16]=[CH:15][C:14]=2[C:19]2[CH:24]=[CH:23][CH:22]=[CH:21][CH:20]=2)=[O:11])[CH2:9][CH2:8][CH2:7][N:6]1[C:26](=[O:27])[CH2:29][CH2:30][C:31]1[N:35]([CH3:36])[C:34]2[CH:37]=[CH:38][CH:39]=[CH:40][C:33]=2[N:32]=1)[CH:3]=[CH2:4], predict the reactants needed to synthesize it. The reactants are: [Cl-].[CH2:2]([C@@:5]1([C:10]([NH:12][C:13]2[CH:18]=[CH:17][CH:16]=[CH:15][C:14]=2[C:19]2[CH:24]=[CH:23][CH:22]=[CH:21][CH:20]=2)=[O:11])[CH2:9][CH2:8][CH2:7][NH2+:6]1)[CH:3]=[CH2:4].[Cl-].[C:26]([CH2:29][CH2:30][C:31]1[N:35]([CH3:36])[C:34]2[CH:37]=[CH:38][CH:39]=[CH:40][C:33]=2[NH+:32]=1)(O)=[O:27].O.ON1C2C=CC=CC=2N=N1.CN1CCOCC1. (7) Given the product [CH2:4]([C:11]12[CH2:24]/[C:23](=[CH:1]/[OH:2])/[C:22](=[O:25])[CH:21]([CH3:26])[CH:12]1[CH2:13][CH2:14][C:15]1[C:19]2=[N:18][N:17]([CH3:20])[CH:16]=1)[C:5]1[CH:10]=[CH:9][CH:8]=[CH:7][CH:6]=1, predict the reactants needed to synthesize it. The reactants are: [CH3:1][O-:2].[Na+].[CH2:4]([C:11]12[CH2:24][CH2:23][C:22](=[O:25])[CH:21]([CH3:26])[CH:12]1[CH2:13][CH2:14][C:15]1[C:19]2=[N:18][N:17]([CH3:20])[CH:16]=1)[C:5]1[CH:10]=[CH:9][CH:8]=[CH:7][CH:6]=1. (8) Given the product [F:1][C:2]([F:32])([F:31])[C:3]1[CH:4]=[C:5]([CH:24]=[C:25]([C:27]([F:30])([F:29])[F:28])[CH:26]=1)[CH2:6][N:7]([CH2:12][C:13]1[CH:18]=[C:17]([C:19]([F:22])([F:21])[F:20])[CH:16]=[CH:15][C:14]=1[C:36]1[CH:37]=[C:38]([CH3:41])[CH:39]=[CH:40][C:35]=1[O:34][CH3:33])[C:8](=[O:11])[O:9][CH3:10], predict the reactants needed to synthesize it. The reactants are: [F:1][C:2]([F:32])([F:31])[C:3]1[CH:4]=[C:5]([CH:24]=[C:25]([C:27]([F:30])([F:29])[F:28])[CH:26]=1)[CH2:6][N:7]([CH2:12][C:13]1[CH:18]=[C:17]([C:19]([F:22])([F:21])[F:20])[CH:16]=[CH:15][C:14]=1I)[C:8](=[O:11])[O:9][CH3:10].[CH3:33][O:34][C:35]1[CH:40]=[CH:39][C:38]([CH3:41])=[CH:37][C:36]=1B(O)O.C(=O)([O-])[O-].[K+].[K+]. (9) Given the product [ClH:32].[Cl:32][C:33]1[CH:38]=[CH:37][CH:36]=[CH:35][C:34]=1[O:19][CH2:18][CH:17]1[C:11]2[N:10]=[CH:9][NH:8][C:12]=2[CH2:13][CH2:14][CH2:15][CH2:16]1, predict the reactants needed to synthesize it. The reactants are: C1(C(C2C=CC=CC=2)(C2C=CC=CC=2)[N:8]2[C:12]3[CH2:13][CH2:14][CH2:15][CH2:16][CH:17]([CH2:18][OH:19])[C:11]=3[N:10]=[CH:9]2)C=CC=CC=1.[Cl:32][C:33]1[CH:38]=[CH:37][CH:36]=[CH:35][C:34]=1O. (10) Given the product [F:5][C:6]1[CH:7]=[C:8]2[C:13](=[C:14]([N+:1]([O-:4])=[O:2])[CH:15]=1)[O:12][CH2:11][CH2:10][CH2:9]2, predict the reactants needed to synthesize it. The reactants are: [N+:1]([O-:4])(O)=[O:2].[F:5][C:6]1[CH:7]=[C:8]2[C:13](=[CH:14][CH:15]=1)[O:12][CH2:11][CH2:10][CH2:9]2.